This data is from Full USPTO retrosynthesis dataset with 1.9M reactions from patents (1976-2016). The task is: Predict the reactants needed to synthesize the given product. (1) Given the product [Cl:26][C:3]1[C:2]([Cl:1])=[C:7]([C:6]([C:10]2[CH:15]=[CH:14][C:13]([O:16][C:17]3[CH:22]=[CH:21][CH:20]=[CH:19][CH:18]=3)=[CH:12][CH:11]=2)=[CH:5][N:4]=1)[C:8]#[N:9].[Cl:26][C:5]1[C:6]([C:10]2[CH:15]=[CH:14][C:13]([O:16][C:17]3[CH:22]=[CH:21][CH:20]=[CH:19][CH:18]=3)=[CH:12][CH:11]=2)=[C:7]([C:2]([Cl:1])=[CH:3][N:4]=1)[C:8]#[N:9], predict the reactants needed to synthesize it. The reactants are: [Cl:1][C:2]1[CH:3]=[N+:4]([O-])[CH:5]=[C:6]([C:10]2[CH:15]=[CH:14][C:13]([O:16][C:17]3[CH:22]=[CH:21][CH:20]=[CH:19][CH:18]=3)=[CH:12][CH:11]=2)[C:7]=1[C:8]#[N:9].P(Cl)(Cl)([Cl:26])=O. (2) Given the product [CH2:33]([C:36]1([NH2:64])[CH2:41][CH2:40][CH:39]([O:42][C:43]2[CH:44]=[C:45]3[C:50](=[CH:51][CH:52]=2)[C:49](=[O:54])[N:48]([CH2:55][C:56]2[CH:61]=[CH:60][C:59]([O:62][CH3:63])=[CH:58][CH:57]=2)[CH:47]=[CH:46]3)[CH2:38][CH2:37]1)[CH:34]=[CH2:35], predict the reactants needed to synthesize it. The reactants are: FC1C=C2C(=CC=1)C(=O)N(CC1C=CC(OC)=CC=1)C=C2.C(C1(N)CCC(O)CC1)C=C.[CH2:33]([C:36]1([NH2:64])[CH2:41][CH2:40][CH:39]([O:42][C:43]2[CH:44]=[C:45]3[C:50](=[CH:51][C:52]=2Cl)[C:49](=[O:54])[N:48]([CH2:55][C:56]2[CH:61]=[CH:60][C:59]([O:62][CH3:63])=[CH:58][CH:57]=2)[CH:47]=[CH:46]3)[CH2:38][CH2:37]1)[CH:34]=[CH2:35]. (3) Given the product [C:20]([NH:24][S:25]([C:28]1[C:29]([C:2]2[CH:7]=[CH:6][C:5]([C:8]3[N:9]=[C:10]4[CH:15]=[CH:14][CH:13]=[C:12]([O:16][CH3:17])[N:11]4[CH:18]=3)=[C:4]([F:19])[CH:3]=2)=[CH:30][CH:31]=[CH:32][CH:33]=1)(=[O:27])=[O:26])([CH3:23])([CH3:21])[CH3:22], predict the reactants needed to synthesize it. The reactants are: Br[C:2]1[CH:7]=[CH:6][C:5]([C:8]2[N:9]=[C:10]3[CH:15]=[CH:14][CH:13]=[C:12]([O:16][CH3:17])[N:11]3[CH:18]=2)=[C:4]([F:19])[CH:3]=1.[C:20]([NH:24][S:25]([C:28]1[CH:33]=[CH:32][CH:31]=[CH:30][C:29]=1B(O)O)(=[O:27])=[O:26])([CH3:23])([CH3:22])[CH3:21]. (4) The reactants are: [C:1]1([S:7]([N:10]2[C:14]3[CH:15]=[N:16][C:17]([C:20]#[N:21])=[C:18]([OH:19])[C:13]=3[C:12]3[CH:22]=[C:23]([Br:26])[CH:24]=[N:25][C:11]2=3)(=[O:9])=[O:8])[CH:6]=[CH:5][CH:4]=[CH:3][CH:2]=1.[C:27]([O:31][C:32]([N:34]1[CH2:39][CH2:38][CH:37](O)[CH2:36][CH2:35]1)=[O:33])([CH3:30])([CH3:29])[CH3:28].C1(P(C2C=CC=CC=2)C2C=CC=CC=2)C=CC=CC=1.N(C(OCC)=O)=NC(OCC)=O. Given the product [C:27]([O:31][C:32]([N:34]1[CH2:39][CH2:38][CH:37]([O:19][C:18]2[C:13]3[C:12]4[CH:22]=[C:23]([Br:26])[CH:24]=[N:25][C:11]=4[N:10]([S:7]([C:1]4[CH:2]=[CH:3][CH:4]=[CH:5][CH:6]=4)(=[O:8])=[O:9])[C:14]=3[CH:15]=[N:16][C:17]=2[C:20]#[N:21])[CH2:36][CH2:35]1)=[O:33])([CH3:30])([CH3:28])[CH3:29], predict the reactants needed to synthesize it. (5) Given the product [Cl:20][C:4]1[CH:3]=[C:2]([N:1]2[C:27](=[O:31])[NH:26][C:24](=[O:25])[C:23]([C:21]#[N:22])=[N:40]2)[CH:18]=[C:17]([Cl:19])[C:5]=1[O:6][C:7]1[CH:8]=[C:9]([CH:14]([CH3:16])[CH3:15])[C:10](=[O:13])[NH:11][N:12]=1, predict the reactants needed to synthesize it. The reactants are: [NH2:1][C:2]1[CH:18]=[C:17]([Cl:19])[C:5]([O:6][C:7]2[CH:8]=[C:9]([CH:14]([CH3:16])[CH3:15])[C:10](=[O:13])[NH:11][N:12]=2)=[C:4]([Cl:20])[CH:3]=1.[C:21]([CH2:23][C:24]([NH:26][C:27](=[O:31])OCC)=[O:25])#[N:22].C([O-])(=O)C.[K+].CC([N:40](C)C)=O. (6) Given the product [F:36][C:33]1[CH:34]=[CH:35][C:30]([CH:28]([O:27][C:21]2[CH:20]=[C:19]([N:18]3[C:12]4[CH:11]=[C:10]([CH2:9][OH:8])[N:15]=[CH:14][C:13]=4[N:16]=[CH:17]3)[S:23][C:22]=2[C:24]([NH2:26])=[O:25])[CH3:29])=[C:31]([C:37]([F:40])([F:38])[F:39])[CH:32]=1, predict the reactants needed to synthesize it. The reactants are: [Si]([O:8][CH2:9][C:10]1[N:15]=[CH:14][C:13]2[N:16]=[CH:17][N:18]([C:19]3[S:23][C:22]([C:24]([NH2:26])=[O:25])=[C:21]([O:27][CH:28]([C:30]4[CH:35]=[CH:34][C:33]([F:36])=[CH:32][C:31]=4[C:37]([F:40])([F:39])[F:38])[CH3:29])[CH:20]=3)[C:12]=2[CH:11]=1)(C(C)(C)C)(C)C.[F-].C([N+](CCCC)(CCCC)CCCC)CCC.